Dataset: Full USPTO retrosynthesis dataset with 1.9M reactions from patents (1976-2016). Task: Predict the reactants needed to synthesize the given product. Given the product [CH:1]([N:4]1[CH2:8][CH2:7][CH2:6][CH:5]1[C:9]([NH:11][C@H:12]([C:31]([OH:33])=[O:32])[CH2:13][C:14]1[CH:19]=[CH:18][C:17]([O:20][CH2:21][CH2:22][C:23]2[CH:28]=[CH:27][CH:26]=[C:25]([NH:29][CH3:30])[N:24]=2)=[CH:16][CH:15]=1)=[O:10])([CH3:3])[CH3:2], predict the reactants needed to synthesize it. The reactants are: [CH:1]([N:4]1[CH2:8][CH2:7][CH2:6][CH:5]1[C:9]([NH:11][C@H:12]([C:31]([O:33]C)=[O:32])[CH2:13][C:14]1[CH:19]=[CH:18][C:17]([O:20][CH2:21][CH2:22][C:23]2[CH:28]=[CH:27][CH:26]=[C:25]([NH:29][CH3:30])[N:24]=2)=[CH:16][CH:15]=1)=[O:10])([CH3:3])[CH3:2].[OH-].[Na+].